Task: Predict the product of the given reaction.. Dataset: Forward reaction prediction with 1.9M reactions from USPTO patents (1976-2016) (1) Given the reactants [NH2:1][C:2]1[CH:7]=[CH:6][C:5]([NH:8][C:9](=[O:28])[NH:10][C:11]2[CH:27]=[CH:26][C:14]([O:15][C:16]3[CH:21]=[CH:20][N:19]=[C:18]([C:22]([NH:24][CH3:25])=[O:23])[CH:17]=3)=[CH:13][CH:12]=2)=[CH:4][C:3]=1[C:29]([F:32])([F:31])[F:30].CCN(CC)CC.[Cl:40][CH2:41][C:42](Cl)=[O:43], predict the reaction product. The product is: [Cl:40][CH2:41][C:42]([NH:1][C:2]1[CH:7]=[CH:6][C:5]([NH:8][C:9](=[O:28])[NH:10][C:11]2[CH:27]=[CH:26][C:14]([O:15][C:16]3[CH:21]=[CH:20][N:19]=[C:18]([C:22]([NH:24][CH3:25])=[O:23])[CH:17]=3)=[CH:13][CH:12]=2)=[CH:4][C:3]=1[C:29]([F:32])([F:30])[F:31])=[O:43]. (2) Given the reactants [BH4-].[Na+].[Br:3][C:4]1[C:5]([O:15][CH3:16])=[C:6]([C:12](=[O:14])[CH3:13])[CH:7]=[C:8]([Cl:11])[C:9]=1[CH3:10], predict the reaction product. The product is: [Br:3][C:4]1[C:5]([O:15][CH3:16])=[C:6]([CH:12]([OH:14])[CH3:13])[CH:7]=[C:8]([Cl:11])[C:9]=1[CH3:10]. (3) Given the reactants [Cl:1][C:2]1[CH:32]=[CH:31][C:5]([O:6][C:7]2[CH:12]=[CH:11][C:10]([N:13]3[C@@H:17]([C:18]4[CH:23]=[CH:22][CH:21]=[C:20]([C:24]([F:27])([F:26])[F:25])[CH:19]=4)[CH2:16][NH:15][C:14]3=[N:28][C:29]#[N:30])=[CH:9][CH:8]=2)=[CH:4][CH:3]=1.Br[C:34]#[N:35].C([O-])([O-])=O.[K+].[K+], predict the reaction product. The product is: [Cl:1][C:2]1[CH:3]=[CH:4][C:5]([O:6][C:7]2[CH:8]=[CH:9][C:10]([N:13]3[C@@H:17]([C:18]4[CH:23]=[CH:22][CH:21]=[C:20]([C:24]([F:26])([F:25])[F:27])[CH:19]=4)[CH2:16][N:15]([C:34]#[N:35])[C:14]3=[N:28][C:29]#[N:30])=[CH:11][CH:12]=2)=[CH:31][CH:32]=1. (4) Given the reactants O.Cl.[Cl:3][C:4]1[CH:24]=[C:23]([N+:25]([O-])=O)[CH:22]=[CH:21][C:5]=1[NH:6][C:7]([CH3:20])([CH3:19])[CH2:8][C:9]1[CH:18]=[CH:17][C:16]2[C:11](=[CH:12][CH:13]=[CH:14][CH:15]=2)[CH:10]=1, predict the reaction product. The product is: [Cl:3][C:4]1[CH:24]=[C:23]([NH2:25])[CH:22]=[CH:21][C:5]=1[NH:6][C:7]([CH3:20])([CH3:19])[CH2:8][C:9]1[CH:18]=[CH:17][C:16]2[C:11](=[CH:12][CH:13]=[CH:14][CH:15]=2)[CH:10]=1. (5) Given the reactants [Cl:1][C:2]1[C:3](=[O:36])[N:4]([CH2:19][CH2:20][C:21]2[CH:35]=[CH:34][C:24]([C:25]([NH:27][CH2:28][C:29]([O:31]CC)=[O:30])=[O:26])=[CH:23][CH:22]=2)[C:5]([CH2:9][O:10][C:11]2[CH:16]=[CH:15][CH:14]=[C:13]([CH2:17][CH3:18])[CH:12]=2)=[C:6]([Cl:8])[CH:7]=1.C1COCC1.[OH-].[Na+].Cl, predict the reaction product. The product is: [Cl:1][C:2]1[C:3](=[O:36])[N:4]([CH2:19][CH2:20][C:21]2[CH:22]=[CH:23][C:24]([C:25]([NH:27][CH2:28][C:29]([OH:31])=[O:30])=[O:26])=[CH:34][CH:35]=2)[C:5]([CH2:9][O:10][C:11]2[CH:16]=[CH:15][CH:14]=[C:13]([CH2:17][CH3:18])[CH:12]=2)=[C:6]([Cl:8])[CH:7]=1. (6) The product is: [F:48][C:45]([F:47])([F:46])[C:43]1[CH:42]=[C:20]([CH:19]=[C:18]([C:17]([F:49])([F:50])[F:16])[CH:44]=1)[CH2:21][N:22]([CH2:29][C:30]1[CH:37]=[C:36]([C:38]([F:41])([F:39])[F:40])[CH:35]=[CH:34][C:31]=1[CH:32]([N:10]1[CH2:15][CH2:14][O:13][CH2:12][CH2:11]1)[CH3:4])[C:23]1[N:24]=[N:25][N:26]([CH3:28])[N:27]=1. Given the reactants N1C2C=CC=C[C:4]=2N=N1.[NH:10]1[CH2:15][CH2:14][O:13][CH2:12][CH2:11]1.[F:16][C:17]([F:50])([F:49])[C:18]1[CH:19]=[C:20]([CH:42]=[C:43]([C:45]([F:48])([F:47])[F:46])[CH:44]=1)[CH2:21][N:22]([CH2:29][C:30]1[CH:37]=[C:36]([C:38]([F:41])([F:40])[F:39])[CH:35]=[CH:34][C:31]=1[CH:32]=O)[C:23]1[N:24]=[N:25][N:26]([CH3:28])[N:27]=1, predict the reaction product.